This data is from hERG Central: cardiac toxicity at 1µM, 10µM, and general inhibition. The task is: Predict hERG channel inhibition at various concentrations. (1) The molecule is CCN1CCCC1CNC(=O)c1cn(CC)c2ccc(S(=O)(=O)N3CCCCCC3)cc2c1=O. Results: hERG_inhib (hERG inhibition (general)): blocker. (2) Results: hERG_inhib (hERG inhibition (general)): blocker. The compound is CN1CCC(Oc2ccc(Sc3ccccc3)cc2)CC1.Cl.